This data is from Peptide-MHC class I binding affinity with 185,985 pairs from IEDB/IMGT. The task is: Regression. Given a peptide amino acid sequence and an MHC pseudo amino acid sequence, predict their binding affinity value. This is MHC class I binding data. (1) The peptide sequence is ALADRIYSF. The MHC is HLA-B35:01 with pseudo-sequence HLA-B35:01. The binding affinity (normalized) is 0. (2) The peptide sequence is FTLDADLGI. The MHC is HLA-A02:03 with pseudo-sequence HLA-A02:03. The binding affinity (normalized) is 0.0847. (3) The peptide sequence is WPAGRLVEA. The MHC is HLA-A69:01 with pseudo-sequence HLA-A69:01. The binding affinity (normalized) is 0.420. (4) The peptide sequence is VFKKRNLTI. The MHC is HLA-A23:01 with pseudo-sequence HLA-A23:01. The binding affinity (normalized) is 0.511. (5) The peptide sequence is LVTLPVYSK. The MHC is HLA-A11:01 with pseudo-sequence HLA-A11:01. The binding affinity (normalized) is 0.724.